Dataset: Full USPTO retrosynthesis dataset with 1.9M reactions from patents (1976-2016). Task: Predict the reactants needed to synthesize the given product. The reactants are: C[O:2][C:3](=[O:40])[CH:4]([C:9]1[CH:14]=[C:13]([C:15]2[CH:20]=[CH:19][C:18]([C:21]([F:24])([F:23])[F:22])=[CH:17][CH:16]=2)[N:12]=[C:11]([N:25]([CH2:36][CH:37]([CH3:39])[CH3:38])[C:26]2[CH:31]=[CH:30][C:29]([C:32]([F:35])([F:34])[F:33])=[CH:28][CH:27]=2)[CH:10]=1)[CH2:5][CH:6]([CH3:8])[CH3:7].C(O)(=O)CC(CC(O)=O)(C(O)=O)O. Given the product [CH2:36]([N:25]([C:26]1[CH:31]=[CH:30][C:29]([C:32]([F:35])([F:33])[F:34])=[CH:28][CH:27]=1)[C:11]1[CH:10]=[C:9]([CH:4]([CH2:5][CH:6]([CH3:8])[CH3:7])[C:3]([OH:40])=[O:2])[CH:14]=[C:13]([C:15]2[CH:20]=[CH:19][C:18]([C:21]([F:23])([F:24])[F:22])=[CH:17][CH:16]=2)[N:12]=1)[CH:37]([CH3:38])[CH3:39], predict the reactants needed to synthesize it.